Dataset: Reaction yield outcomes from USPTO patents with 853,638 reactions. Task: Predict the reaction yield, written as a fraction of the theoretical maximum amount of product (1.0 means a 100% yield; for example, 0.34 means a 34% yield). (1) The reactants are [C:1]([C:5]1[C:13]2[C:8](=[CH:9][CH:10]=[C:11]([N+:14]([O-])=O)[CH:12]=2)[NH:7][CH:6]=1)([CH3:4])([CH3:3])[CH3:2]. The catalyst is CO.[Ni]. The product is [C:1]([C:5]1[C:13]2[C:8](=[CH:9][CH:10]=[C:11]([NH2:14])[CH:12]=2)[NH:7][CH:6]=1)([CH3:4])([CH3:2])[CH3:3]. The yield is 0.190. (2) The reactants are Cl[C:2]1[N:7]=[C:6]([C:8]2[CH:13]=[C:12]([Cl:14])[CH:11]=[CH:10][C:9]=2[CH3:15])[N:5]=[C:4]([NH:16][C:17]2[CH:22]=[CH:21][C:20]([CH2:23][OH:24])=[CH:19][CH:18]=2)[N:3]=1.[Cr](Cl)([O-])(=O)=O.[NH+:30]1C=CC=CC=1.C(OCC)C. The catalyst is ClCCl. The product is [NH2:30][C:2]1[N:7]=[C:6]([C:8]2[CH:13]=[C:12]([Cl:14])[CH:11]=[CH:10][C:9]=2[CH3:15])[N:5]=[C:4]([NH:16][C:17]2[CH:22]=[CH:21][C:20]([CH:23]=[O:24])=[CH:19][CH:18]=2)[N:3]=1. The yield is 0.0700. (3) The reactants are S(=O)(=O)(O)O.[CH2:6]([OH:10])[CH2:7][CH:8]=C.[Cl:11][C:12]1[CH:19]=[CH:18][C:15]([CH:16]=[O:17])=[CH:14][CH:13]=1.[C:20]([O-])(O)=O.[Na+]. No catalyst specified. The product is [Cl:11][C:12]1[CH:19]=[CH:18][C:15]([CH:16]2[CH2:20][CH:6]([OH:10])[CH2:7][CH2:8][O:17]2)=[CH:14][CH:13]=1. The yield is 0.450. (4) The reactants are [C:1]([C:5]1[CH:10]=[CH:9][C:8]([S:11]([NH:14][C:15]2[CH:16]=[C:17]3[C:21](=[CH:22][CH:23]=2)[NH:20][C:19]([C:24]([OH:26])=O)=[C:18]3[C:27]2[CH:28]=[N:29][CH:30]=[CH:31][CH:32]=2)(=[O:13])=[O:12])=[CH:7][CH:6]=1)([CH3:4])([CH3:3])[CH3:2].[CH3:33][N:34]([CH3:38])[CH2:35][CH2:36][NH2:37]. The catalyst is ClCCl.CO. The product is [CH3:33][N:34]([CH3:38])[CH2:35][CH2:36][NH:37][C:24]([C:19]1[NH:20][C:21]2[C:17]([C:18]=1[C:27]1[CH:28]=[N:29][CH:30]=[CH:31][CH:32]=1)=[CH:16][C:15]([NH:14][S:11]([C:8]1[CH:7]=[CH:6][C:5]([C:1]([CH3:4])([CH3:2])[CH3:3])=[CH:10][CH:9]=1)(=[O:12])=[O:13])=[CH:23][CH:22]=2)=[O:26]. The yield is 0.430. (5) The reactants are [N:1]1[CH:6]=[CH:5][CH:4]=[C:3]([C:7]2[N:11]([C:12]3[CH:19]=[CH:18][C:15]([CH2:16][NH2:17])=[CH:14][CH:13]=3)[N:10]=[C:9]([C:20]([F:23])([F:22])[F:21])[CH:8]=2)[CH:2]=1.[C:24](Cl)(=[O:31])[C:25]1[CH:30]=[CH:29][CH:28]=[CH:27][CH:26]=1.C(N(CC)CC)C. The catalyst is ClCCl.C(OCC)(=O)C. The product is [N:1]1[CH:6]=[CH:5][CH:4]=[C:3]([C:7]2[N:11]([C:12]3[CH:19]=[CH:18][C:15]([CH2:16][NH:17][C:24](=[O:31])[C:25]4[CH:30]=[CH:29][CH:28]=[CH:27][CH:26]=4)=[CH:14][CH:13]=3)[N:10]=[C:9]([C:20]([F:23])([F:21])[F:22])[CH:8]=2)[CH:2]=1. The yield is 0.480. (6) The reactants are [Cl:1][C:2]1[CH:3]=[C:4]([CH:12]([CH2:16][CH:17]2[CH2:21][CH2:20][CH2:19][CH2:18]2)[C:13]([OH:15])=O)[CH:5]=[CH:6][C:7]=1[S:8]([CH3:11])(=[O:10])=[O:9].C(Cl)(=O)C(Cl)=O.[NH2:28][C:29]1[N:30]=[CH:31][C:32]([CH2:35][C:36]#[N:37])=[N:33][CH:34]=1.N1C=CC=CC=1. The catalyst is C(Cl)Cl.CN(C)C=O.O. The product is [Cl:1][C:2]1[CH:3]=[C:4]([CH:12]([CH2:16][CH:17]2[CH2:21][CH2:20][CH2:19][CH2:18]2)[C:13]([NH:28][C:29]2[CH:34]=[N:33][C:32]([CH2:35][C:36]#[N:37])=[CH:31][N:30]=2)=[O:15])[CH:5]=[CH:6][C:7]=1[S:8]([CH3:11])(=[O:9])=[O:10]. The yield is 0.580. (7) The reactants are [P:1](Cl)(Cl)([O:3][C:4]1[CH:9]=[CH:8][CH:7]=[CH:6][CH:5]=1)=[O:2].[F:12][C:13]1[C:18]([OH:19])=[C:17]([F:20])[C:16]([F:21])=[C:15]([F:22])[C:14]=1[F:23].CCN(CC)CC.[ClH:31].[NH2:32][C@@H:33]([CH2:40][C:41]1[CH:46]=[CH:45][CH:44]=[CH:43][CH:42]=1)[C:34]([O:36][CH:37]([CH3:39])[CH3:38])=[O:35]. The catalyst is C(Cl)Cl. The product is [Cl:31][C:7]1[CH:8]=[CH:9][C:4]([O:3][P:1]([NH:32][C@@H:33]([CH2:40][C:41]2[CH:42]=[CH:43][CH:44]=[CH:45][CH:46]=2)[C:34]([O:36][CH:37]([CH3:38])[CH3:39])=[O:35])([O:19][C:18]2[C:13]([F:12])=[C:14]([F:23])[C:15]([F:22])=[C:16]([F:21])[C:17]=2[F:20])=[O:2])=[CH:5][CH:6]=1. The yield is 0.420. (8) The reactants are [Cl:1][C:2]1[CH:11]=[C:10]([Cl:12])[CH:9]=[CH:8][C:3]=1[C:4]([O:6][CH3:7])=[O:5].[B:13]1([B:13]2[O:17][C:16]([CH3:19])([CH3:18])[C:15]([CH3:21])([CH3:20])[O:14]2)[O:17][C:16]([CH3:19])([CH3:18])[C:15]([CH3:21])([CH3:20])[O:14]1.C(C1C=CN=C(C2C=C(C(C)(C)C)C=CN=2)C=1)(C)(C)C. The catalyst is O1CCCC1. The product is [Cl:1][C:2]1[CH:11]=[C:10]([Cl:12])[C:9]([B:13]2[O:17][C:16]([CH3:19])([CH3:18])[C:15]([CH3:21])([CH3:20])[O:14]2)=[CH:8][C:3]=1[C:4]([O:6][CH3:7])=[O:5]. The yield is 1.00. (9) The reactants are C1(P(C2C=CC=CC=2)C2C=CC=CC=2)C=CC=CC=1.[F:20][C:21]1[CH:40]=[C:39]([CH3:41])[CH:38]=[CH:37][C:22]=1[NH:23][C:24]1[C:33]2[C:28](=[CH:29][C:30]([OH:36])=[C:31]([O:34][CH3:35])[CH:32]=2)[N:27]=[CH:26][N:25]=1.[C:42]([O:46][C:47]([N:49]1[CH2:54][CH2:53][CH:52]([CH2:55]O)[CH2:51][CH2:50]1)=[O:48])([CH3:45])([CH3:44])[CH3:43].N(C(OCC)=O)=NC(OCC)=O. The catalyst is C(Cl)Cl. The product is [C:42]([O:46][C:47]([N:49]1[CH2:54][CH2:53][CH:52]([CH2:55][O:36][C:30]2[CH:29]=[C:28]3[C:33]([C:24]([NH:23][C:22]4[CH:37]=[CH:38][C:39]([CH3:41])=[CH:40][C:21]=4[F:20])=[N:25][CH:26]=[N:27]3)=[CH:32][C:31]=2[O:34][CH3:35])[CH2:51][CH2:50]1)=[O:48])([CH3:45])([CH3:43])[CH3:44]. The yield is 0.200.